From a dataset of Full USPTO retrosynthesis dataset with 1.9M reactions from patents (1976-2016). Predict the reactants needed to synthesize the given product. (1) Given the product [C:14]1([C:7]2[C:8]3[S:1][C:2]([C:9]([OH:11])=[O:10])=[CH:3][C:4]=3[NH:5][CH:6]=2)[CH2:19][CH2:18][CH2:17][CH2:16][CH:15]=1, predict the reactants needed to synthesize it. The reactants are: [S:1]1[C:8]2[CH:7]=[CH:6][NH:5][C:4]=2[CH:3]=[C:2]1[C:9]([O:11]CC)=[O:10].[C:14]1(=O)[CH2:19][CH2:18][CH2:17][CH2:16][CH2:15]1.[O-]CC.[Na+].Cl. (2) Given the product [CH2:1]([O:8][C:9]1[C:18]([N+:19]([O-:21])=[O:20])=[C:17]([NH2:32])[C:16]2[C:11](=[CH:12][CH:13]=[CH:14][CH:15]=2)[N:10]=1)[C:2]1[CH:7]=[CH:6][CH:5]=[CH:4][CH:3]=1.[CH2:23]([O:30][C:31]1[C:40]([N+:41]([O-:43])=[O:42])=[C:39]([NH2:10])[C:38]2[C:33](=[CH:34][CH:35]=[CH:36][N:37]=2)[N:32]=1)[C:24]1[CH:29]=[CH:28][CH:27]=[CH:26][CH:25]=1, predict the reactants needed to synthesize it. The reactants are: [CH2:1]([O:8][C:9]1[C:18]([N+:19]([O-:21])=[O:20])=[C:17](Cl)[C:16]2[C:11](=[CH:12][CH:13]=[CH:14][CH:15]=2)[N:10]=1)[C:2]1[CH:7]=[CH:6][CH:5]=[CH:4][CH:3]=1.[CH2:23]([O:30][C:31]1[C:40]([N+:41]([O-:43])=[O:42])=[C:39](Cl)[C:38]2[C:33](=[CH:34][CH:35]=[CH:36][N:37]=2)[N:32]=1)[C:24]1[CH:29]=[CH:28][CH:27]=[CH:26][CH:25]=1.NO. (3) Given the product [Br:50][C:38]1[CH:39]=[C:40]([C:41]([C:43]2[CH:44]=[N:45][C:46]([F:49])=[CH:47][CH:48]=2)=[CH:2][O:3][CH3:4])[C:35]([NH2:34])=[N:36][CH:37]=1, predict the reactants needed to synthesize it. The reactants are: [Cl-].[CH3:2][O:3][CH2:4][P+](C1C=CC=CC=1)(C1C=CC=CC=1)C1C=CC=CC=1.C[Si]([N-][Si](C)(C)C)(C)C.[Li+].[NH2:34][C:35]1[C:40]([C:41]([C:43]2[CH:44]=[N:45][C:46]([F:49])=[CH:47][CH:48]=2)=O)=[CH:39][C:38]([Br:50])=[CH:37][N:36]=1.C([Mg]Cl)(C)(C)C. (4) Given the product [F:15][C:12]1[CH:13]=[CH:14][C:9]([CH:4]2[CH2:3][CH2:1][NH:2][C:5]2=[O:6])=[CH:10][CH:11]=1, predict the reactants needed to synthesize it. The reactants are: [C:1]([CH2:3][CH:4]([C:9]1[CH:14]=[CH:13][C:12]([F:15])=[CH:11][CH:10]=1)[C:5](OC)=[O:6])#[N:2]. (5) Given the product [Br:10][C:9]1[CH:8]=[C:7]([C:11](=[O:21])[NH:12][CH2:13][C:14]2[CH:19]=[CH:18][CH:17]=[C:16]([OH:20])[CH:15]=2)[S:6][C:5]=1[C:3]([OH:4])=[O:2], predict the reactants needed to synthesize it. The reactants are: C[O:2][C:3]([C:5]1[S:6][C:7]([C:11](=[O:21])[NH:12][CH2:13][C:14]2[CH:19]=[CH:18][CH:17]=[C:16]([OH:20])[CH:15]=2)=[CH:8][C:9]=1[Br:10])=[O:4].O.[OH-].[Li+].C1COCC1.Cl. (6) The reactants are: [CH3:1][CH2:2][C@@H:3]([C@H:5]([NH:62][C:63]([C@@H:65]([NH2:71])[CH2:66][CH2:67][CH2:68][CH2:69][NH2:70])=[O:64])[C:6]([NH:8][C@H:9]([C:17]([NH:19][CH2:20][C:21]([NH:23][C@H:24]([C:27]([NH:29][C@H:30]([C:35]([NH:37][C@H:38]([C:40]([NH:42][C@H:43]([C:51]([NH:53][C@H:54]([C:59]([OH:61])=[O:60])[CH2:55][CH:56]([CH3:58])[CH3:57])=[O:52])[CH2:44][C:45]1[CH:46]=[CH:47][CH:48]=[CH:49][CH:50]=1)=[O:41])[CH3:39])=[O:36])[CH2:31][CH:32]([CH3:34])[CH3:33])=[O:28])[CH2:25][OH:26])=[O:22])=[O:18])[CH2:10][C:11]1[CH:12]=[CH:13][CH:14]=[CH:15][CH:16]=1)=[O:7])[CH3:4].[C:72](#[N:74])[CH3:73]. Given the product [CH3:1][CH2:2][C@@H:3]([C@H:5]([NH:62][C:63]([C@@H:65]([NH2:71])[CH2:66][CH2:67][CH2:68][CH2:69][NH2:70])=[O:64])[C:6]([NH:8][C@H:9]([C:17]([NH:19][CH2:20][C:21]([NH:23][C@H:24]([C:27]([NH:29][C@H:30]([C:35]([NH:37][C@H:38]([C:40]([NH:42][C@H:43]([C:51]([NH:53][C@H:54]([C:59]([OH:61])=[O:60])[CH2:55][CH:56]([CH3:57])[CH3:58])=[O:52])[CH2:44][C:45]1[CH:46]=[CH:47][CH:48]=[CH:49][CH:50]=1)=[O:41])[CH3:39])=[O:36])[CH2:31][CH:32]([CH3:34])[CH3:33])=[O:28])[CH2:25][OH:26])=[O:22])=[O:18])[CH2:10][C:11]1[CH:16]=[CH:15][CH:14]=[CH:13][CH:12]=1)=[O:7])[CH3:4].[C:72](#[N:74])[CH3:73].[OH2:7], predict the reactants needed to synthesize it. (7) Given the product [Cl:8][C:6]1[CH:5]=[C:4]([N:9]2[C:13](=[O:14])/[C:12](=[CH:23]\[C:22]3[CH:25]=[CH:26][C:19]([C:17]#[N:18])=[CH:20][CH:21]=3)/[N:11]([CH3:15])[C:10]2=[O:16])[CH:3]=[C:2]([Cl:1])[CH:7]=1, predict the reactants needed to synthesize it. The reactants are: [Cl:1][C:2]1[CH:3]=[C:4]([N:9]2[C:13](=[O:14])[CH2:12][N:11]([CH3:15])[C:10]2=[O:16])[CH:5]=[C:6]([Cl:8])[CH:7]=1.[C:17]([C:19]1[CH:26]=[CH:25][C:22]([CH:23]=O)=[CH:21][CH:20]=1)#[N:18].N1CCCC1.C1COCC1.